This data is from Reaction yield outcomes from USPTO patents with 853,638 reactions. The task is: Predict the reaction yield, written as a fraction of the theoretical maximum amount of product (1.0 means a 100% yield; for example, 0.34 means a 34% yield). (1) The reactants are [NH2:1][CH:2]([C:5]1[CH:10]=[CH:9][CH:8]=[C:7]([F:11])[C:6]=1[CH3:12])[CH2:3][OH:4].C([O-])(=O)C.[Na+].[N:18]#[C:19]Br. The catalyst is CO. The product is [F:11][C:7]1[C:6]([CH3:12])=[C:5]([CH:2]2[CH2:3][O:4][C:19]([NH2:18])=[N:1]2)[CH:10]=[CH:9][CH:8]=1. The yield is 0.410. (2) The reactants are [C:1]([O:5][C:6](=[O:27])[N:7]([C:19]1[CH:24]=[CH:23][C:22]([CH:25]=[O:26])=[CH:21][N:20]=1)[CH2:8][C:9]1[CH:14]=[CH:13][C:12]([C:15]([F:18])([F:17])[F:16])=[CH:11][CH:10]=1)([CH3:4])([CH3:3])[CH3:2].[CH:28]([Si:31]([CH:45]([CH3:47])[CH3:46])([CH:42]([CH3:44])[CH3:43])[O:32][C:33]1[CH:34]=[C:35]2[CH:41]=[CH:40][NH:39][C:36]2=[N:37][CH:38]=1)([CH3:30])[CH3:29].[OH-].[K+].O. The catalyst is CO. The product is [C:1]([O:5][C:6](=[O:27])[N:7]([C:19]1[CH:24]=[CH:23][C:22]([CH:25]([OH:26])[C:41]2[C:35]3[C:36](=[N:37][CH:38]=[C:33]([O:32][Si:31]([CH:42]([CH3:44])[CH3:43])([CH:45]([CH3:47])[CH3:46])[CH:28]([CH3:29])[CH3:30])[CH:34]=3)[NH:39][CH:40]=2)=[CH:21][N:20]=1)[CH2:8][C:9]1[CH:10]=[CH:11][C:12]([C:15]([F:16])([F:17])[F:18])=[CH:13][CH:14]=1)([CH3:4])([CH3:2])[CH3:3]. The yield is 0.700. (3) The reactants are [C:1]1([C:7]2[S:8][C:9]([C:12](=O)[CH3:13])=[CH:10][N:11]=2)[CH:6]=[CH:5][CH:4]=[CH:3][CH:2]=1.CC(C)([O-])C.[K+].[C:21](OCC)(=O)[C:22]([O:24][CH2:25][CH3:26])=[O:23].C(O)(=O)C.O.[NH2:36][NH2:37]. The catalyst is O1CCCC1. The product is [CH2:25]([O:24][C:22]([C:21]1[NH:36][N:37]=[C:12]([C:9]2[S:8][C:7]([C:1]3[CH:6]=[CH:5][CH:4]=[CH:3][CH:2]=3)=[N:11][CH:10]=2)[CH:13]=1)=[O:23])[CH3:26]. The yield is 0.510.